Dataset: NCI-60 drug combinations with 297,098 pairs across 59 cell lines. Task: Regression. Given two drug SMILES strings and cell line genomic features, predict the synergy score measuring deviation from expected non-interaction effect. (1) Synergy scores: CSS=4.33, Synergy_ZIP=-1.42, Synergy_Bliss=-0.482, Synergy_Loewe=-0.613, Synergy_HSA=-2.41. Drug 2: CCC1(CC2CC(C3=C(CCN(C2)C1)C4=CC=CC=C4N3)(C5=C(C=C6C(=C5)C78CCN9C7C(C=CC9)(C(C(C8N6C)(C(=O)OC)O)OC(=O)C)CC)OC)C(=O)OC)O.OS(=O)(=O)O. Cell line: NCI-H460. Drug 1: CNC(=O)C1=NC=CC(=C1)OC2=CC=C(C=C2)NC(=O)NC3=CC(=C(C=C3)Cl)C(F)(F)F. (2) Drug 1: CC(C)(C#N)C1=CC(=CC(=C1)CN2C=NC=N2)C(C)(C)C#N. Drug 2: COC1=NC(=NC2=C1N=CN2C3C(C(C(O3)CO)O)O)N. Cell line: MDA-MB-231. Synergy scores: CSS=-11.7, Synergy_ZIP=5.63, Synergy_Bliss=-1.05, Synergy_Loewe=-14.2, Synergy_HSA=-14.2.